Task: Predict the reactants needed to synthesize the given product.. Dataset: Full USPTO retrosynthesis dataset with 1.9M reactions from patents (1976-2016) (1) Given the product [C:18]12([NH:28][CH2:13][C:12]3[CH:15]=[CH:16][C:9]([O:8][CH2:1][C:2]4[CH:7]=[CH:6][CH:5]=[CH:4][CH:3]=4)=[CH:10][C:11]=3[OH:17])[CH2:25][CH:24]3[CH2:23][CH:22]([CH2:21][CH:20]([CH2:26]3)[CH2:19]1)[CH2:27]2, predict the reactants needed to synthesize it. The reactants are: [CH2:1]([O:8][C:9]1[CH:16]=[CH:15][C:12]([CH:13]=O)=[C:11]([OH:17])[CH:10]=1)[C:2]1[CH:7]=[CH:6][CH:5]=[CH:4][CH:3]=1.[C:18]12([NH2:28])[CH2:27][CH:22]3[CH2:23][CH:24]([CH2:26][CH:20]([CH2:21]3)[CH2:19]1)[CH2:25]2. (2) Given the product [F:23][C:17]1[C:18]([F:22])=[CH:19][CH:20]=[CH:21][C:16]=1[C@H:13]1[CH2:12][N:11]([CH2:24][CH2:25][O:26][CH3:27])[C:10](=[O:28])[C@H:9]([NH:8][C:30]([N:56]2[CH2:55][CH2:54][CH:53]([N:51]3[CH2:52][CH:48]([C:42]4[CH:43]=[CH:44][CH:45]=[CH:46][CH:47]=4)[NH:49][C:50]3=[O:59])[CH2:58][CH2:57]2)=[O:31])[CH2:15][CH2:14]1, predict the reactants needed to synthesize it. The reactants are: C(N(CC)CC)C.[NH2:8][C@@H:9]1[CH2:15][CH2:14][C@@H:13]([C:16]2[CH:21]=[CH:20][CH:19]=[C:18]([F:22])[C:17]=2[F:23])[CH2:12][N:11]([CH2:24][CH2:25][O:26][CH3:27])[C:10]1=[O:28].Cl[C:30](OC1C=CC([N+]([O-])=O)=CC=1)=[O:31].[C:42]1([CH:48]2[CH2:52][N:51]([CH:53]3[CH2:58][CH2:57][NH:56][CH2:55][CH2:54]3)[C:50](=[O:59])[NH:49]2)[CH:47]=[CH:46][CH:45]=[CH:44][CH:43]=1.